This data is from Reaction yield outcomes from USPTO patents with 853,638 reactions. The task is: Predict the reaction yield, written as a fraction of the theoretical maximum amount of product (1.0 means a 100% yield; for example, 0.34 means a 34% yield). (1) The reactants are O.[OH-].[Li+].C[O:5][C:6](=[O:28])[C:7]1[CH:12]=[CH:11][C:10]([C:13]#[C:14][C:15]2[N:16]([CH3:27])[N:17]=[N:18][C:19]=2[C:20]2[CH:25]=[CH:24][C:23]([F:26])=[CH:22][CH:21]=2)=[N:9][CH:8]=1. The catalyst is O.C1COCC1.CO. The product is [F:26][C:23]1[CH:24]=[CH:25][C:20]([C:19]2[N:18]=[N:17][N:16]([CH3:27])[C:15]=2[C:14]#[C:13][C:10]2[CH:11]=[CH:12][C:7]([C:6]([OH:28])=[O:5])=[CH:8][N:9]=2)=[CH:21][CH:22]=1. The yield is 0.770. (2) The reactants are [CH2:1]([C:3]1[N:4]([C:28]2[CH:33]=[CH:32][C:31]([OH:34])=[CH:30][CH:29]=2)[C:5](=[O:27])[C:6]([CH2:12][C:13]2[CH:18]=[CH:17][C:16]([C:19]3[C:20]([C:25]#[N:26])=[CH:21][CH:22]=[CH:23][CH:24]=3)=[CH:15][CH:14]=2)=[C:7]([CH2:9][CH2:10][CH3:11])[N:8]=1)[CH3:2].I[CH2:36][C:37]([CH3:40])([CH3:39])[CH3:38].C(=O)([O-])[O-].[Cs+].[Cs+]. The catalyst is CN(C)C(=O)C. The product is [CH3:36][C:37]([CH3:40])([CH3:39])[CH2:38][O:34][C:31]1[CH:32]=[CH:33][C:28]([N:4]2[C:5](=[O:27])[C:6]([CH2:12][C:13]3[CH:18]=[CH:17][C:16]([C:19]4[C:20]([C:25]#[N:26])=[CH:21][CH:22]=[CH:23][CH:24]=4)=[CH:15][CH:14]=3)=[C:7]([CH2:9][CH2:10][CH3:11])[N:8]=[C:3]2[CH2:1][CH3:2])=[CH:29][CH:30]=1. The yield is 0.870. (3) The reactants are C([O-])([O-])=O.[Cs+].[Cs+].Br[C:8]1[CH:13]=[CH:12][C:11]([C:14]2[O:18][C:17]([C:19]3[CH:20]=[C:21]([CH:26]=[CH:27][CH:28]=3)[C:22]([O:24][CH3:25])=[O:23])=[N:16][N:15]=2)=[CH:10][CH:9]=1.N#N.[NH:31]1[CH2:36][CH2:35][O:34][CH2:33][CH2:32]1. The catalyst is C1C=CC(P(C2C(C3C(P(C4C=CC=CC=4)C4C=CC=CC=4)=CC=C4C=3C=CC=C4)=C3C(C=CC=C3)=CC=2)C2C=CC=CC=2)=CC=1.C1(C)C=CC=CC=1. The product is [N:31]1([C:8]2[CH:13]=[CH:12][C:11]([C:14]3[O:18][C:17]([C:19]4[CH:20]=[C:21]([CH:26]=[CH:27][CH:28]=4)[C:22]([O:24][CH3:25])=[O:23])=[N:16][N:15]=3)=[CH:10][CH:9]=2)[CH2:36][CH2:35][O:34][CH2:33][CH2:32]1. The yield is 0.630. (4) The yield is 0.860. The product is [CH2:17]([N:19]([CH2:20][CH3:21])[C:14]([CH:11]1[CH2:10][CH2:9][NH:8][CH2:13][CH2:12]1)=[O:16])[CH3:18]. The catalyst is CN(C=O)C. The reactants are C(OC([N:8]1[CH2:13][CH2:12][CH:11]([C:14]([OH:16])=O)[CH2:10][CH2:9]1)=O)(C)(C)C.[CH2:17]([NH:19][CH2:20][CH3:21])[CH3:18].C(N(CC)CC)C.C1C=NC2N(O)N=NC=2C=1.CCN=C=NCCCN(C)C. (5) The reactants are [F:1][C:2]1[CH:16]=[CH:15][CH:14]=[CH:13][C:3]=1[O:4][C:5]1[N:10]=[CH:9][C:8]([CH:11]=O)=[CH:7][CH:6]=1.[N+:17]([CH3:20])([O-:19])=[O:18].C([O-])(=O)C.[NH4+].[BH4-].[Na+]. The catalyst is O.C(O)(=O)C. The product is [F:1][C:2]1[CH:16]=[CH:15][CH:14]=[CH:13][C:3]=1[O:4][C:5]1[CH:6]=[CH:7][C:8]([CH2:11][CH2:20][N+:17]([O-:19])=[O:18])=[CH:9][N:10]=1. The yield is 0.610. (6) The reactants are [Br:1][C:2]1[CH:3]=[C:4]([CH:8]=[C:9]([OH:11])[CH:10]=1)[C:5]([OH:7])=O.N1C=CC=CC=1.[CH3:18][CH:19]([CH3:22])[CH2:20][NH2:21]. The catalyst is ClCCl. The product is [Br:1][C:2]1[CH:3]=[C:4]([CH:8]=[C:9]([OH:11])[CH:10]=1)[C:5]([NH:21][CH2:20][CH:19]([CH3:22])[CH3:18])=[O:7]. The yield is 0.950. (7) The reactants are F[C:2](F)(F)[C:3]1[CH:8]=[CH:7][C:6]([OH:9])=[CH:5][CH:4]=1.[C:12](OCC)(=[O:14])C.[CH3:18]CCCCC. The catalyst is CCCCCC. The product is [CH2:2]([C:3]1[CH:8]=[CH:7][C:6]([OH:9])=[C:5]([CH:4]=1)[CH:12]=[O:14])[CH3:18]. The yield is 0.836.